From a dataset of Reaction yield outcomes from USPTO patents with 853,638 reactions. Predict the reaction yield, written as a fraction of the theoretical maximum amount of product (1.0 means a 100% yield; for example, 0.34 means a 34% yield). (1) The reactants are [F:1][C:2]1[CH:10]=[C:9]([F:11])[CH:8]=[CH:7][C:3]=1[C:4]([OH:6])=[O:5].[Cl:12][S:13](O)(=[O:15])=[O:14]. No catalyst specified. The product is [Cl:12][S:13]([C:8]1[C:9]([F:11])=[CH:10][C:2]([F:1])=[C:3]([CH:7]=1)[C:4]([OH:6])=[O:5])(=[O:15])=[O:14]. The yield is 0.940. (2) The reactants are C(OC([N:8]1[CH2:16][C:15]2[C:10](=[CH:11][CH:12]=[C:13]([C:17]#[N:18])[CH:14]=2)[CH2:9]1)=O)(C)(C)C.FC(F)(F)C(O)=O. The catalyst is ClCCl. The product is [C:17]([C:13]1[CH:14]=[C:15]2[C:10](=[CH:11][CH:12]=1)[CH2:9][NH:8][CH2:16]2)#[N:18]. The yield is 0.940.